Dataset: TCR-epitope binding with 47,182 pairs between 192 epitopes and 23,139 TCRs. Task: Binary Classification. Given a T-cell receptor sequence (or CDR3 region) and an epitope sequence, predict whether binding occurs between them. The epitope is ALLADKFPV. The TCR CDR3 sequence is CASSPEGLGTEAFF. Result: 0 (the TCR does not bind to the epitope).